From a dataset of Catalyst prediction with 721,799 reactions and 888 catalyst types from USPTO. Predict which catalyst facilitates the given reaction. (1) The catalyst class is: 3. Product: [Br:1][C:2]1[CH:3]=[C:4]([NH:8][C@H:9]([C:12]2[CH:17]=[CH:16][CH:15]=[CH:14][CH:13]=2)[CH2:10][NH:11][C:19](=[O:20])[CH2:18][OH:21])[CH:5]=[N:6][CH:7]=1. Reactant: [Br:1][C:2]1[CH:3]=[C:4]([NH:8][C@H:9]([C:12]2[CH:17]=[CH:16][CH:15]=[CH:14][CH:13]=2)[CH2:10][NH2:11])[CH:5]=[N:6][CH:7]=1.[C:18](O)(=[O:21])[CH2:19][OH:20].CN(C(ON1N=NC2C=CC=NC1=2)=[N+](C)C)C.F[P-](F)(F)(F)(F)F.O. (2) Reactant: [CH3:1][C:2]1[CH:7]=[CH:6][C:5]([CH3:8])=[CH:4][C:3]=1[C:9]1[C:10](=[O:22])[O:11][C:12]2([CH2:19][CH2:18][N:17]([O:20][CH3:21])[CH2:16][CH2:15]2)[C:13]=1[OH:14].C(N(CC)CC)C.CN(C)C1C=CN=CC=1.CN(C1C=CN=CC=1)C.Cl[C:49]([O:51][CH2:52][CH3:53])=[O:50]. Product: [CH2:52]([O:51][C:49](=[O:50])[O:14][C:13]1[C:12]2([CH2:19][CH2:18][N:17]([O:20][CH3:21])[CH2:16][CH2:15]2)[O:11][C:10](=[O:22])[C:9]=1[C:3]1[CH:4]=[C:5]([CH3:8])[CH:6]=[CH:7][C:2]=1[CH3:1])[CH3:53]. The catalyst class is: 1. (3) Reactant: [Br:1][C:2]1[CH:7]=[CH:6][C:5]([C:8]2[CH:12]=[CH:11][NH:10][N:9]=2)=[CH:4][CH:3]=1.C(=O)([O-])[O-].[K+].[K+].I[CH2:20][CH3:21]. Product: [Br:1][C:2]1[CH:3]=[CH:4][C:5]([C:8]2[CH:12]=[CH:11][N:10]([CH2:20][CH3:21])[N:9]=2)=[CH:6][CH:7]=1. The catalyst class is: 21. (4) Reactant: [CH3:1][C:2]1([CH3:10])[O:7][C:6](=[O:8])[CH2:5][C:4](=[O:9])[O:3]1.[I:11]C1(OC(=O)C)COC(=O)N1OC(=O)C. Product: [IH2+:11].[CH3:1][C:2]1([CH3:10])[O:7][C:6](=[O:8])[CH2:5][C:4](=[O:9])[O:3]1. The catalyst class is: 4. (5) Reactant: [CH3:1][C:2]1[O:6][N:5]=[C:4]([C:7]2[CH:12]=[CH:11][CH:10]=[CH:9][CH:8]=2)[C:3]=1[CH2:13][OH:14]. Product: [CH3:1][C:2]1[O:6][N:5]=[C:4]([C:7]2[CH:12]=[CH:11][CH:10]=[CH:9][CH:8]=2)[C:3]=1[CH:13]=[O:14]. The catalyst class is: 742. (6) Product: [Br:1][C:2]1[CH:7]=[CH:6][C:5]([C:8]2[N:13]=[C:12]3[N:14]([C:19]4[CH:20]=[CH:21][CH:22]=[CH:23][CH:24]=4)[N:15]=[C:16]([CH2:17][CH3:18])[C:11]3=[C:10]([O:25][CH3:26])[CH:9]=2)=[CH:4][CH:3]=1. Reactant: [Br:1][C:2]1[CH:7]=[CH:6][C:5]([C:8]2[NH:13][C:12]3[N:14]([C:19]4[CH:24]=[CH:23][CH:22]=[CH:21][CH:20]=4)[N:15]=[C:16]([CH2:17][CH3:18])[C:11]=3[C:10](=[O:25])[CH:9]=2)=[CH:4][CH:3]=1.[CH:26]1C=CC(P(C2C=CC=CC=2)C2C=CC=CC=2)=CC=1.CO.CCOC(/N=N/C(OCC)=O)=O. The catalyst class is: 7. (7) Reactant: C[O:2][C:3](=[O:36])[C@@H:4]([NH:17][S:18]([C:21]1[CH:26]=[CH:25][CH:24]=[C:23]([N:27]2[CH2:32][CH2:31][O:30][CH2:29][C:28]2=[O:33])[C:22]=1[CH2:34][CH3:35])(=[O:20])=[O:19])[CH2:5][C:6]1[CH:10]=[C:9]([C:11]2[S:12][C:13]([Cl:16])=[CH:14][CH:15]=2)[O:8][N:7]=1.[Li+].[OH-].Cl. The catalyst class is: 87. Product: [Cl:16][C:13]1[S:12][C:11]([C:9]2[O:8][N:7]=[C:6]([CH2:5][C@H:4]([NH:17][S:18]([C:21]3[CH:26]=[CH:25][CH:24]=[C:23]([N:27]4[CH2:32][CH2:31][O:30][CH2:29][C:28]4=[O:33])[C:22]=3[CH2:34][CH3:35])(=[O:20])=[O:19])[C:3]([OH:36])=[O:2])[CH:10]=2)=[CH:15][CH:14]=1.